This data is from Full USPTO retrosynthesis dataset with 1.9M reactions from patents (1976-2016). The task is: Predict the reactants needed to synthesize the given product. (1) The reactants are: [Cl:1][C:2]1[N:7]=[C:6]([C:8]([O:10][CH2:11][CH3:12])=[O:9])[C:5](F)=[CH:4][N:3]=1.[F:14][C:15]([F:19])([F:18])[CH2:16][NH2:17]. Given the product [Cl:1][C:2]1[N:7]=[C:6]([C:8]([O:10][CH2:11][CH3:12])=[O:9])[C:5]([NH:17][CH2:16][C:15]([F:19])([F:18])[F:14])=[CH:4][N:3]=1, predict the reactants needed to synthesize it. (2) Given the product [C:1]([O:5][C:6]([N:8]1[CH2:12][C@H:11]([O:13][Si:31]([C:34]([CH3:37])([CH3:36])[CH3:35])([CH3:33])[CH3:32])[CH2:10][C@@H:9]1[C:14]([OH:16])=[O:15])=[O:7])([CH3:4])([CH3:2])[CH3:3], predict the reactants needed to synthesize it. The reactants are: [C:1]([O:5][C:6]([N:8]1[CH2:12][C@H:11]([OH:13])[CH2:10][C@@H:9]1[C:14]([OH:16])=[O:15])=[O:7])([CH3:4])([CH3:3])[CH3:2].N1C=CN=C1.CN(C1C=CC=CN=1)C.[Si:31](Cl)([C:34]([CH3:37])([CH3:36])[CH3:35])([CH3:33])[CH3:32]. (3) The reactants are: Br[C:2]1[CH:3]=[C:4]([CH:15]=[CH:16][CH:17]=1)[CH2:5][N:6]([CH3:14])[C:7](=[O:13])[O:8][C:9]([CH3:12])([CH3:11])[CH3:10].[CH:18]([C:20]1[CH:25]=[CH:24][C:23](B(O)O)=[CH:22][CH:21]=1)=[O:19].C(=O)([O-])[O-].[K+].[K+]. Given the product [CH:18]([C:20]1[CH:25]=[CH:24][C:23]([C:2]2[CH:17]=[CH:16][CH:15]=[C:4]([CH2:5][N:6]([CH3:14])[C:7](=[O:13])[O:8][C:9]([CH3:12])([CH3:11])[CH3:10])[CH:3]=2)=[CH:22][CH:21]=1)=[O:19], predict the reactants needed to synthesize it. (4) Given the product [CH3:1][O:2][C:3]1[CH:4]=[CH:5][C:6]2[N:10]=[N:9][N:8]([CH2:13][CH2:14][CH2:15][CH2:16][Cl:17])[C:7]=2[CH:11]=1, predict the reactants needed to synthesize it. The reactants are: [CH3:1][O:2][C:3]1[CH:4]=[CH:5][C:6]2[N:10]=[N:9][NH:8][C:7]=2[CH:11]=1.Br[CH2:13][CH2:14][CH2:15][CH2:16][Cl:17]. (5) The reactants are: C(OC([N:8]1[CH2:12][C:11]([F:14])([F:13])[CH2:10][C@H:9]1[C:15](O)=[O:16])=O)(C)(C)C.[OH2:18].[OH:18]N1[C:23]2[CH:28]=[CH:27][CH:27]=[CH:28][C:23]=2N=N1.CCN=C=NCCCN(C)C.Cl.[NH3:41].[CH2:42](Cl)Cl.CN([CH:48]=[O:49])C. Given the product [C:28]([O:18][C:48]([NH:41][C:15]([C@@H:9]1[CH2:10][C:11]([F:14])([F:13])[CH2:12][NH:8]1)=[O:16])=[O:49])([CH3:27])([CH3:23])[CH3:42], predict the reactants needed to synthesize it.